Task: Predict the reactants needed to synthesize the given product.. Dataset: Full USPTO retrosynthesis dataset with 1.9M reactions from patents (1976-2016) (1) Given the product [C:49]([O:48][C:46](=[O:47])[N:40]([CH:41]([C:42](=[O:43])[NH:38][C:22]1[CH:21]=[C:20]([Br:19])[CH:25]=[C:24]([C:26]#[C:27][Si:28]([CH:32]([CH3:34])[CH3:33])([CH:35]([CH3:37])[CH3:36])[CH:29]([CH3:31])[CH3:30])[N:23]=1)[CH3:45])[CH3:39])([CH3:50])([CH3:51])[CH3:52], predict the reactants needed to synthesize it. The reactants are: C(P1(=O)OP(=O)(CCC)OP(=O)(CCC)O1)CC.[Br:19][C:20]1[CH:25]=[C:24]([C:26]#[C:27][Si:28]([CH:35]([CH3:37])[CH3:36])([CH:32]([CH3:34])[CH3:33])[CH:29]([CH3:31])[CH3:30])[N:23]=[C:22]([NH2:38])[CH:21]=1.[CH3:39][N:40]([C:46]([O:48][C:49]([CH3:52])([CH3:51])[CH3:50])=[O:47])[CH:41]([CH3:45])[C:42](O)=[O:43].C(=O)([O-])O.[Na+]. (2) The reactants are: Cl.[CH:2]([NH:5][NH2:6])([CH3:4])[CH3:3].[C:7]([C:10](=[C:16]=CN(C)C)[C:11]([O:13][CH2:14][CH3:15])=[O:12])(=O)[CH3:8]. Given the product [CH:2]([N:5]1[C:7]([CH3:8])=[C:10]([C:11]([O:13][CH2:14][CH3:15])=[O:12])[CH:16]=[N:6]1)([CH3:4])[CH3:3], predict the reactants needed to synthesize it. (3) Given the product [S:31]1[C:27]2[CH:26]=[CH:25][CH:24]=[C:23]([O:22][C:19]3[CH:20]=[CH:21][C:16]([NH:15][C:13]4[C:14]5[N:6]([CH2:5][CH2:4][NH:3][C:43](=[O:44])[C:41]([NH:40][C:38](=[O:39])[O:37][C:33]([CH3:36])([CH3:35])[CH3:34])([CH3:46])[CH3:42])[CH:7]=[CH:8][C:9]=5[N:10]=[CH:11][N:12]=4)=[CH:17][C:18]=3[Cl:32])[C:28]=2[CH:29]=[N:30]1, predict the reactants needed to synthesize it. The reactants are: Cl.Cl.[NH2:3][CH2:4][CH2:5][N:6]1[C:14]2[C:13]([NH:15][C:16]3[CH:21]=[CH:20][C:19]([O:22][C:23]4[C:28]5[CH:29]=[N:30][S:31][C:27]=5[CH:26]=[CH:25][CH:24]=4)=[C:18]([Cl:32])[CH:17]=3)=[N:12][CH:11]=[N:10][C:9]=2[CH:8]=[CH:7]1.[C:33]([O:37][C:38]([NH:40][C:41]([CH3:46])([C:43](O)=[O:44])[CH3:42])=[O:39])([CH3:36])([CH3:35])[CH3:34].ON1C2C=CC=CC=2N=N1.Cl.C(N=C=NCCCN(C)C)C. (4) Given the product [CH2:1]([O:8][CH2:9][CH:10]([OH:11])[CH2:14][OH:13])[C:2]1[CH:7]=[CH:6][CH:5]=[CH:4][CH:3]=1, predict the reactants needed to synthesize it. The reactants are: [CH2:1]([O:8][CH2:9][CH:10]1[CH2:14][O:13]C(C)(C)[O:11]1)[C:2]1[CH:7]=[CH:6][CH:5]=[CH:4][CH:3]=1.[OH-].[Na+].C([O-])([O-])=O.[OH-].[OH-].[OH-].[OH-].[OH-].[OH-].[OH-].[Mg+2].[Al+3].